Dataset: Catalyst prediction with 721,799 reactions and 888 catalyst types from USPTO. Task: Predict which catalyst facilitates the given reaction. (1) Reactant: C1(P(C2C=CC=CC=2)C2C=CC=CC=2)C=CC=CC=1.II.C(N(CC)CC)C.[CH:29]([NH:31][NH:32][C:33]([C:35]1([C:41]2[CH:46]=[CH:45][C:44]([O:47][CH2:48][CH2:49][CH2:50][N:51]3[CH2:55][CH2:54][CH2:53][CH2:52]3)=[CH:43][CH:42]=2)[CH2:40][CH2:39][O:38][CH2:37][CH2:36]1)=[O:34])=O. Product: [N:51]1([CH2:50][CH2:49][CH2:48][O:47][C:44]2[CH:43]=[CH:42][C:41]([C:35]3([C:33]4[O:34][CH:29]=[N:31][N:32]=4)[CH2:40][CH2:39][O:38][CH2:37][CH2:36]3)=[CH:46][CH:45]=2)[CH2:55][CH2:54][CH2:53][CH2:52]1. The catalyst class is: 4. (2) Reactant: [Cl:1][C:2]1[CH:3]=[C:4](B2OC(C)(C)C(C)(C)O2)[CH:5]=[C:6]([Cl:9])[C:7]=1Br.Br[C:20]([C:22]([F:25])([F:24])[F:23])=[CH2:21].C([O-])([O-])=O.[Cs+].[Cs+]. Product: [Cl:9][C:6]1[CH:5]=[C:4]([C:20]([C:22]([F:25])([F:24])[F:23])=[CH2:21])[CH:3]=[C:2]([Cl:1])[C:7]=1[C:22]([F:25])([F:24])[F:23]. The catalyst class is: 516. (3) Reactant: CS([C:5]1[N:10]=[C:9]([O:11][C:12]2[CH:13]=[C:14]([NH2:19])[C:15]([NH2:18])=[CH:16][CH:17]=2)[CH:8]=[CH:7][N:6]=1)(=O)=O.[CH3:20][NH2:21]. Product: [CH3:20][NH:21][C:5]1[N:10]=[C:9]([O:11][C:12]2[CH:13]=[C:14]([NH2:19])[C:15]([NH2:18])=[CH:16][CH:17]=2)[CH:8]=[CH:7][N:6]=1. The catalyst class is: 1. (4) Reactant: [C:1]([C:5]1[O:9][N:8]=[C:7]([NH:10][C:11]([C@@H:13]2[CH2:17][C@@H:16]([OH:18])[CH2:15][NH:14]2)=[O:12])[CH:6]=1)([CH3:4])([CH3:3])[CH3:2].Cl.[O:20]1[CH2:25][CH2:24][CH:23]([CH:26]=O)[CH2:22][CH2:21]1.C(O)(=O)C.C([BH3-])#N.[Na+]. The catalyst class is: 9. Product: [C:1]([C:5]1[O:9][N:8]=[C:7]([NH:10][C:11]([C@@H:13]2[CH2:17][C@@H:16]([OH:18])[CH2:15][N:14]2[CH2:26][CH:23]2[CH2:24][CH2:25][O:20][CH2:21][CH2:22]2)=[O:12])[CH:6]=1)([CH3:4])([CH3:2])[CH3:3]. (5) Reactant: CCN(CC)CC.C(OC([N:15]1[CH2:19][C:18]([F:21])([F:20])[C:17]([CH3:23])([CH3:22])[C@H:16]1[C:24]([OH:26])=O)=O)(C)(C)C.[F:27][C:28]([F:32])([F:31])[CH2:29][NH2:30].C(O)(=O)CC(CC(O)=O)(C(O)=O)O. Product: [F:27][C:28]([F:32])([F:31])[CH2:29][NH:30][C:24]([C@@H:16]1[C:17]([CH3:22])([CH3:23])[C:18]([F:20])([F:21])[CH2:19][NH:15]1)=[O:26]. The catalyst class is: 13. (6) Reactant: [Cl:1][C:2]1[C:7]([N+:8]([O-:10])=[O:9])=[CH:6][CH:5]=[CH:4][C:3]=1[NH:11]C(=O)OC(C)(C)C.[BrH:19]. Product: [BrH:19].[Cl:1][C:2]1[C:7]([N+:8]([O-:10])=[O:9])=[CH:6][CH:5]=[CH:4][C:3]=1[NH2:11]. The catalyst class is: 8. (7) Product: [S:2](=[O:3])(=[O:4])([O:14][CH2:15][CH2:16][CH2:17][CH2:18][C@H:19]([NH:34][C:35]([O:36][CH2:37][C:38]1[CH:39]=[CH:40][CH:41]=[CH:42][CH:43]=1)=[O:44])[C:20](=[O:33])[NH:21][C:22]1[S:23][CH:24]=[C:25]([C:27]2[CH:32]=[CH:31][CH:30]=[CH:29][CH:28]=2)[N:26]=1)[NH2:5]. Reactant: Cl[S:2]([N:5]=C=O)(=[O:4])=[O:3].C(O)=O.C(#N)C.[OH:14][CH2:15][CH2:16][CH2:17][CH2:18][C@H:19]([NH:34][C:35](=[O:44])[O:36][CH2:37][C:38]1[CH:43]=[CH:42][CH:41]=[CH:40][CH:39]=1)[C:20](=[O:33])[NH:21][C:22]1[S:23][CH:24]=[C:25]([C:27]2[CH:32]=[CH:31][CH:30]=[CH:29][CH:28]=2)[N:26]=1. The catalyst class is: 44. (8) Reactant: [C:1]([N:4]1[C:13]2[C:8](=[CH:9][C:10]([C:14]([O:16][CH2:17][CH3:18])=[O:15])=[CH:11][CH:12]=2)[CH:7]([NH:19]C(OCC2C=CC=CC=2)=O)[CH:6]([CH3:30])[CH:5]1[CH2:31][CH3:32])(=[O:3])[CH3:2]. Product: [C:1]([N:4]1[C:13]2[C:8](=[CH:9][C:10]([C:14]([O:16][CH2:17][CH3:18])=[O:15])=[CH:11][CH:12]=2)[CH:7]([NH2:19])[CH:6]([CH3:30])[CH:5]1[CH2:31][CH3:32])(=[O:3])[CH3:2]. The catalyst class is: 29.